Predict the reactants needed to synthesize the given product. From a dataset of Full USPTO retrosynthesis dataset with 1.9M reactions from patents (1976-2016). (1) The reactants are: Cl.C([O:6][C:7]([C:9]1([C:12]2[CH:17]=[CH:16][C:15]([NH:18]C(OC(C)(C)C)=O)=[CH:14][CH:13]=2)[CH2:11][CH2:10]1)=[O:8])(C)(C)C. Given the product [NH2:18][C:15]1[CH:14]=[CH:13][C:12]([C:9]2([C:7]([OH:8])=[O:6])[CH2:11][CH2:10]2)=[CH:17][CH:16]=1, predict the reactants needed to synthesize it. (2) Given the product [CH3:24][O:25][N:26]=[C:20]([C:3]1[C:4]([CH:17]([CH3:19])[CH3:18])=[N:5][N:6]([C:7]([CH3:16])([CH3:15])[CH2:8][C:9]2[CH:10]=[CH:11][CH:12]=[CH:13][CH:14]=2)[C:2]=1[OH:1])[CH3:21], predict the reactants needed to synthesize it. The reactants are: [OH:1][C:2]1[N:6]([C:7]([CH3:16])([CH3:15])[CH2:8][C:9]2[CH:14]=[CH:13][CH:12]=[CH:11][CH:10]=2)[N:5]=[C:4]([CH:17]([CH3:19])[CH3:18])[C:3]=1[C:20](=O)[CH3:21].Cl.[CH3:24][O:25][NH2:26].C([O-])(=O)C.[Na+].O. (3) Given the product [CH3:50][C:37]1[CH:38]=[C:39]([O:40][CH2:41][CH:42]2[CH2:46][CH2:45][CH2:44][O:43]2)[CH:47]=[C:48]([CH3:49])[C:36]=1[C:5]1[CH:4]=[CH:3][C:2]([F:1])=[C:10]2[C:6]=1[CH2:7][CH2:8][C@H:9]2[O:11][C:12]1[CH:25]=[CH:24][C:15]2[C@H:16]([CH2:19][C:20]([O:22][CH3:23])=[O:21])[CH2:17][O:18][C:14]=2[CH:13]=1, predict the reactants needed to synthesize it. The reactants are: [F:1][C:2]1[CH:3]=[CH:4][C:5](B2OC(C)(C)C(C)(C)O2)=[C:6]2[C:10]=1[C@H:9]([O:11][C:12]1[CH:25]=[CH:24][C:15]3[C@H:16]([CH2:19][C:20]([O:22][CH3:23])=[O:21])[CH2:17][O:18][C:14]=3[CH:13]=1)[CH2:8][CH2:7]2.Br[C:36]1[C:48]([CH3:49])=[CH:47][C:39]([O:40][CH2:41][CH:42]2[CH2:46][CH2:45][CH2:44][O:43]2)=[CH:38][C:37]=1[CH3:50].